From a dataset of Peptide-MHC class I binding affinity with 185,985 pairs from IEDB/IMGT. Regression. Given a peptide amino acid sequence and an MHC pseudo amino acid sequence, predict their binding affinity value. This is MHC class I binding data. (1) The peptide sequence is MLGEETIKV. The MHC is HLA-B40:01 with pseudo-sequence HLA-B40:01. The binding affinity (normalized) is 0.0847. (2) The peptide sequence is LLRKEEPVLW. The MHC is Mamu-B17 with pseudo-sequence Mamu-B17. The binding affinity (normalized) is 0.336. (3) The peptide sequence is YSLEYFQFVKK. The MHC is HLA-A03:01 with pseudo-sequence HLA-A03:01. The binding affinity (normalized) is 0.0847. (4) The peptide sequence is YADGGQWYN. The MHC is HLA-B27:03 with pseudo-sequence HLA-B27:03. The binding affinity (normalized) is 0.0847. (5) The peptide sequence is IIAVARKHH. The MHC is HLA-B15:01 with pseudo-sequence HLA-B15:01. The binding affinity (normalized) is 0.0561. (6) The peptide sequence is RRKAKIIKDYG. The MHC is Mamu-B03 with pseudo-sequence Mamu-B03. The binding affinity (normalized) is 0.311. (7) The peptide sequence is ILGRYLPEF. The MHC is HLA-A03:01 with pseudo-sequence HLA-A03:01. The binding affinity (normalized) is 0.0847. (8) The peptide sequence is FLQISRVNDL. The MHC is HLA-A68:02 with pseudo-sequence HLA-A68:02. The binding affinity (normalized) is 0.177.